This data is from Forward reaction prediction with 1.9M reactions from USPTO patents (1976-2016). The task is: Predict the product of the given reaction. (1) Given the reactants [N+:1]([C:4]1[CH:9]=[CH:8][C:7]([C:10]2[N:14]=[CH:13][N:12]([CH:15]3[CH2:20][CH2:19][CH2:18][CH2:17][O:16]3)[N:11]=2)=[CH:6][CH:5]=1)([O-])=O.[H][H], predict the reaction product. The product is: [O:16]1[CH2:17][CH2:18][CH2:19][CH2:20][CH:15]1[N:12]1[CH:13]=[N:14][C:10]([C:7]2[CH:6]=[CH:5][C:4]([NH2:1])=[CH:9][CH:8]=2)=[N:11]1. (2) Given the reactants Cl.[NH2:2][C@H:3]1[CH2:8][CH2:7][CH2:6][CH2:5][C@H:4]1[C:9]([O:11][CH2:12][CH3:13])=[O:10].CCN(CC)CC.[Cl:21][C:22]1[C:31]2[C:26](=[CH:27][CH:28]=[C:29]([S:32](Cl)(=[O:34])=[O:33])[CH:30]=2)[C:25]([Cl:36])=[CH:24][N:23]=1, predict the reaction product. The product is: [Cl:21][C:22]1[C:31]2[C:26](=[CH:27][CH:28]=[C:29]([S:32]([NH:2][C@H:3]3[CH2:8][CH2:7][CH2:6][CH2:5][C@H:4]3[C:9]([O:11][CH2:12][CH3:13])=[O:10])(=[O:34])=[O:33])[CH:30]=2)[C:25]([Cl:36])=[CH:24][N:23]=1. (3) Given the reactants [Cl:1][C:2]1[C:3]([N:8]2[C:12]([C:13]([O:15][CH3:16])=[O:14])=[CH:11][C:10]([CH2:17][OH:18])=[N:9]2)=[N:4][CH:5]=[CH:6][CH:7]=1, predict the reaction product. The product is: [Cl:1][C:2]1[C:3]([N:8]2[C:12]([C:13]([O:15][CH3:16])=[O:14])=[CH:11][C:10]([CH:17]=[O:18])=[N:9]2)=[N:4][CH:5]=[CH:6][CH:7]=1. (4) Given the reactants [I:1][C:2]1[S:3][C:4]([C:7]2[S:8][C:9]([C:12]3[S:13][CH:14]=[CH:15][CH:16]=3)=[CH:10][CH:11]=2)=[CH:5][CH:6]=1.[Br:17]N1C(=O)CCC1=O, predict the reaction product. The product is: [I:1][C:2]1[S:3][C:4]([C:7]2[S:8][C:9]([C:12]3[S:13][C:14]([Br:17])=[CH:15][CH:16]=3)=[CH:10][CH:11]=2)=[CH:5][CH:6]=1.